Task: Regression. Given a peptide amino acid sequence and an MHC pseudo amino acid sequence, predict their binding affinity value. This is MHC class I binding data.. Dataset: Peptide-MHC class I binding affinity with 185,985 pairs from IEDB/IMGT (1) The peptide sequence is VRRRLTARG. The MHC is Mamu-B08 with pseudo-sequence Mamu-B08. The binding affinity (normalized) is 0.148. (2) The peptide sequence is QLQKIERWF. The MHC is HLA-B15:01 with pseudo-sequence HLA-B15:01. The binding affinity (normalized) is 0.0847. (3) The MHC is HLA-A01:01 with pseudo-sequence HLA-A01:01. The peptide sequence is IEELRRHLL. The binding affinity (normalized) is 0.